Dataset: Forward reaction prediction with 1.9M reactions from USPTO patents (1976-2016). Task: Predict the product of the given reaction. Given the reactants [NH2:1][C:2]1[C:7]([C:8]([C:10]2[CH:15]=[C:14]([F:16])[CH:13]=[CH:12][C:11]=2[O:17][CH3:18])=[O:9])=[CH:6][N:5]=[C:4]([NH:19][CH:20]2[CH2:25][CH2:24][N:23]([S:26]([CH2:29][CH2:30][CH2:31][CH2:32]Cl)(=[O:28])=[O:27])[CH2:22][CH2:21]2)[N:3]=1.[NH2:34][CH2:35][CH:36]([OH:38])[CH3:37], predict the reaction product. The product is: [NH2:1][C:2]1[C:7]([C:8]([C:10]2[CH:15]=[C:14]([F:16])[CH:13]=[CH:12][C:11]=2[O:17][CH3:18])=[O:9])=[CH:6][N:5]=[C:4]([NH:19][CH:20]2[CH2:25][CH2:24][N:23]([S:26]([CH2:29][CH2:30][CH2:31][CH2:32][NH:34][CH2:35][CH:36]([OH:38])[CH3:37])(=[O:28])=[O:27])[CH2:22][CH2:21]2)[N:3]=1.